From a dataset of Catalyst prediction with 721,799 reactions and 888 catalyst types from USPTO. Predict which catalyst facilitates the given reaction. (1) Reactant: FC(F)(F)C(O)=O.[O:8]1[CH:13]=[CH:12][CH2:11][CH2:10][CH2:9]1.[CH2:14]([O:16][C:17]([C:19]1[CH:23]=[C:22]([C:24]([O:26][CH2:27][CH3:28])=[O:25])[NH:21][N:20]=1)=[O:18])[CH3:15].C([O-])(O)=O.[Na+]. The catalyst class is: 2. Product: [O:8]1[CH2:9][CH2:10][CH2:11][CH2:12][CH:13]1[N:20]1[C:19]([C:17]([O:16][CH2:14][CH3:15])=[O:18])=[CH:23][C:22]([C:24]([O:26][CH2:27][CH3:28])=[O:25])=[N:21]1. (2) Reactant: Cl[C:2]1[N:7]=[C:6]([N:8]([CH3:10])[CH3:9])[C:5]([CH3:11])=[CH:4][N:3]=1.[CH2:12]([O:19][C:20](=[O:30])[NH:21][CH2:22][C@H:23]1[CH2:28][CH2:27][C@@H:26]([NH2:29])[CH2:25][CH2:24]1)[C:13]1[CH:18]=[CH:17][CH:16]=[CH:15][CH:14]=1.CCN(C(C)C)C(C)C.CC(O)(C)C. Product: [CH2:12]([O:19][C:20](=[O:30])[NH:21][CH2:22][C@H:23]1[CH2:28][CH2:27][C@@H:26]([NH:29][C:2]2[N:7]=[C:6]([N:8]([CH3:10])[CH3:9])[C:5]([CH3:11])=[CH:4][N:3]=2)[CH2:25][CH2:24]1)[C:13]1[CH:14]=[CH:15][CH:16]=[CH:17][CH:18]=1. The catalyst class is: 2.